Dataset: Reaction yield outcomes from USPTO patents with 853,638 reactions. Task: Predict the reaction yield, written as a fraction of the theoretical maximum amount of product (1.0 means a 100% yield; for example, 0.34 means a 34% yield). The reactants are [CH2:1]([S:3]([N:6]1[CH2:11][CH2:10][CH:9]([C:12]2[C:20]3[C:15](=[C:16]([C:35]([NH2:37])=[O:36])[CH:17]=[C:18]([C:21]4[CH:25]=[C:24]([CH2:26][N:27]5[CH2:31][CH2:30][CH2:29][CH:28]5[CH2:32][CH2:33][CH3:34])[S:23][CH:22]=4)[CH:19]=3)[NH:14][CH:13]=2)[CH2:8][CH2:7]1)(=[O:5])=[O:4])[CH3:2].C(C1CCCN1)CC. No catalyst specified. The product is [CH:28]1([N:27]([CH2:26][C:24]2[S:23][CH:22]=[C:21]([C:18]3[CH:19]=[C:20]4[C:15](=[C:16]([C:35]([NH2:37])=[O:36])[CH:17]=3)[NH:14][CH:13]=[C:12]4[CH:9]3[CH2:10][CH2:11][N:6]([S:3]([CH2:1][CH3:2])(=[O:5])=[O:4])[CH2:7][CH2:8]3)[CH:25]=2)[CH3:31])[CH2:29][CH2:30][CH2:34][CH2:33][CH2:32]1. The yield is 0.276.